From a dataset of Reaction yield outcomes from USPTO patents with 853,638 reactions. Predict the reaction yield, written as a fraction of the theoretical maximum amount of product (1.0 means a 100% yield; for example, 0.34 means a 34% yield). (1) The reactants are [NH2:1][C:2]1[N:7]=[CH:6][N:5]=[C:4]([NH:8][C@H:9]([C:11]2[N:16]([C:17]3[CH:22]=[CH:21][CH:20]=[CH:19][CH:18]=3)[C:15](=[O:23])[C:14]3=[C:24]([CH3:27])[CH:25]=[CH:26][N:13]3[N:12]=2)[CH3:10])[C:3]=1Br.[CH3:29][O:30][C:31]1[CH:36]=[C:35](B(O)O)[CH:34]=[C:33]([C:40]([F:43])([F:42])[F:41])[N:32]=1.C(=O)([O-])[O-].[Cs+].[Cs+]. The product is [NH2:1][C:2]1[N:7]=[CH:6][N:5]=[C:4]([NH:8][C@H:9]([C:11]2[N:16]([C:17]3[CH:22]=[CH:21][CH:20]=[CH:19][CH:18]=3)[C:15](=[O:23])[C:14]3=[C:24]([CH3:27])[CH:25]=[CH:26][N:13]3[N:12]=2)[CH3:10])[C:3]=1[C:35]1[CH:34]=[C:33]([C:40]([F:42])([F:43])[F:41])[N:32]=[C:31]([O:30][CH3:29])[CH:36]=1. The catalyst is O1CCOCC1.C(OCC)(=O)C. The yield is 0.820. (2) The reactants are [CH3:1][O:2][C:3]1[C:8]([O:9][CH3:10])=[C:7]([O:11][CH3:12])[CH:6]=[C:5]([CH3:13])[C:4]=1[CH:14]([C:16]1[C:21]([C:22]([F:25])([F:24])[F:23])=[CH:20][N:19]=[C:18](Cl)[C:17]=1[Cl:27])[OH:15].C(N(CC)CC)C. The catalyst is [C].[Pd].CO. The product is [CH3:1][O:2][C:3]1[C:8]([O:9][CH3:10])=[C:7]([O:11][CH3:12])[CH:6]=[C:5]([CH3:13])[C:4]=1[CH:14]([C:16]1[C:21]([C:22]([F:25])([F:24])[F:23])=[CH:20][N:19]=[CH:18][C:17]=1[Cl:27])[OH:15]. The yield is 0.700. (3) The reactants are [F:1][C:2]1[CH:11]=[CH:10][C:9]([O:12][CH2:13][CH2:14][CH3:15])=[C:8]2[C:3]=1[C:4](=[O:28])[C:5]([C:20]1[CH:25]=[CH:24][C:23]([O:26][CH3:27])=[CH:22][CH:21]=1)=[CH:6][N:7]2[CH2:16][CH2:17][CH:18]=[O:19].Cl([O-])=[O:30].[Na+].CC(=CC)C.[Na].O.O.P(O)(O)(O)=O. The catalyst is O.ClCCl.C(O)(C)(C)C. The product is [F:1][C:2]1[CH:11]=[CH:10][C:9]([O:12][CH2:13][CH2:14][CH3:15])=[C:8]2[C:3]=1[C:4](=[O:28])[C:5]([C:20]1[CH:21]=[CH:22][C:23]([O:26][CH3:27])=[CH:24][CH:25]=1)=[CH:6][N:7]2[CH2:16][CH2:17][C:18]([OH:30])=[O:19]. The yield is 0.680. (4) The reactants are [OH:1][C:2]1[CH:3]=[C:4]([N:10]([CH2:20][C:21]2[CH:22]=[N:23][CH:24]=[CH:25][CH:26]=2)[C:11]2[CH:12]=[C:13]([CH:17]=[CH:18][CH:19]=2)[C:14]([OH:16])=[O:15])[CH:5]=[CH:6][C:7]=1[O:8][CH3:9].[C:27](Cl)(=O)C. The catalyst is CO. The product is [OH:1][C:2]1[CH:3]=[C:4]([N:10]([CH2:20][C:21]2[CH:22]=[N:23][CH:24]=[CH:25][CH:26]=2)[C:11]2[CH:12]=[C:13]([CH:17]=[CH:18][CH:19]=2)[C:14]([O:16][CH3:27])=[O:15])[CH:5]=[CH:6][C:7]=1[O:8][CH3:9]. The yield is 0.840. (5) The reactants are [F:1][C:2]1[CH:3]=[C:4]2[C:8](=[CH:9][C:10]=1[NH:11][C:12]([CH2:14][O:15]C(=O)C)=[O:13])[NH:7][C:6](=[O:19])[CH2:5]2.O.[OH-].[Na+]. The catalyst is CO. The product is [F:1][C:2]1[CH:3]=[C:4]2[C:8](=[CH:9][C:10]=1[NH:11][C:12](=[O:13])[CH2:14][OH:15])[NH:7][C:6](=[O:19])[CH2:5]2. The yield is 0.938.